This data is from TCR-epitope binding with 47,182 pairs between 192 epitopes and 23,139 TCRs. The task is: Binary Classification. Given a T-cell receptor sequence (or CDR3 region) and an epitope sequence, predict whether binding occurs between them. (1) The epitope is AVFDRKSDAK. The TCR CDR3 sequence is CASSLGTGGTGELFF. Result: 0 (the TCR does not bind to the epitope). (2) The epitope is QIKVRVKMV. The TCR CDR3 sequence is CAINPLGSSSKKGTQYF. Result: 0 (the TCR does not bind to the epitope).